From a dataset of NCI-60 drug combinations with 297,098 pairs across 59 cell lines. Regression. Given two drug SMILES strings and cell line genomic features, predict the synergy score measuring deviation from expected non-interaction effect. (1) Drug 1: CN(CCCl)CCCl.Cl. Drug 2: B(C(CC(C)C)NC(=O)C(CC1=CC=CC=C1)NC(=O)C2=NC=CN=C2)(O)O. Cell line: A498. Synergy scores: CSS=17.1, Synergy_ZIP=-4.46, Synergy_Bliss=-6.99, Synergy_Loewe=-27.9, Synergy_HSA=-4.73. (2) Drug 1: CC1=C(C=C(C=C1)NC2=NC=CC(=N2)N(C)C3=CC4=NN(C(=C4C=C3)C)C)S(=O)(=O)N.Cl. Drug 2: CC1CCC2CC(C(=CC=CC=CC(CC(C(=O)C(C(C(=CC(C(=O)CC(OC(=O)C3CCCCN3C(=O)C(=O)C1(O2)O)C(C)CC4CCC(C(C4)OC)OCCO)C)C)O)OC)C)C)C)OC. Cell line: BT-549. Synergy scores: CSS=16.8, Synergy_ZIP=1.09, Synergy_Bliss=-1.28, Synergy_Loewe=-19.1, Synergy_HSA=-3.22.